This data is from Reaction yield outcomes from USPTO patents with 853,638 reactions. The task is: Predict the reaction yield, written as a fraction of the theoretical maximum amount of product (1.0 means a 100% yield; for example, 0.34 means a 34% yield). The reactants are [C:1]1(C2C=CC=CC=2)[CH:6]=[CH:5][C:4]([CH2:7][N:8]([CH2:16][CH2:17][CH2:18][N:19]([CH2:29][C:30]2[CH:35]=[CH:34][C:33](C3C=CC=CC=3)=[CH:32][CH:31]=2)[C:20]([O:22][CH2:23][C:24]2[S:28][CH:27]=[N:26][CH:25]=2)=[O:21])C(=O)OC(C)(C)C)=[CH:3][CH:2]=1.[CH3:48][N:49]([CH3:62])[CH2:50][CH2:51][CH2:52][O:53][C:54]1[CH:61]=[CH:60][C:57]([CH:58]=O)=[CH:56][CH:55]=1.CC(O)=O. No catalyst specified. The product is [CH2:29]([N:19]([CH2:18][CH2:17][CH2:16][N:8]([CH2:7][C:4]1[CH:3]=[CH:2][CH:1]=[CH:6][CH:5]=1)[CH2:58][C:57]1[CH:60]=[CH:61][C:54]([O:53][CH2:52][CH2:51][CH2:50][N:49]([CH3:62])[CH3:48])=[CH:55][CH:56]=1)[C:20](=[O:21])[O:22][CH2:23][C:24]1[S:28][CH:27]=[N:26][CH:25]=1)[C:30]1[CH:35]=[CH:34][CH:33]=[CH:32][CH:31]=1. The yield is 0.230.